From a dataset of Catalyst prediction with 721,799 reactions and 888 catalyst types from USPTO. Predict which catalyst facilitates the given reaction. (1) Reactant: [F:1][C:2]1[CH:7]=[CH:6][C:5]([C:8]2[C:16]3[C:15]([N:17]4[CH2:22][CH2:21][N:20]([CH3:23])[CH2:19][CH2:18]4)=[N:14][CH:13]=[N:12][C:11]=3[O:10][C:9]=2[C:24]2[CH:29]=[CH:28][C:27]([N+:30]([O-])=O)=[CH:26][CH:25]=2)=[CH:4][CH:3]=1.[H][H]. Product: [F:1][C:2]1[CH:7]=[CH:6][C:5]([C:8]2[C:16]3[C:15]([N:17]4[CH2:18][CH2:19][N:20]([CH3:23])[CH2:21][CH2:22]4)=[N:14][CH:13]=[N:12][C:11]=3[O:10][C:9]=2[C:24]2[CH:25]=[CH:26][C:27]([NH2:30])=[CH:28][CH:29]=2)=[CH:4][CH:3]=1. The catalyst class is: 403. (2) The catalyst class is: 70. Product: [C:1]([O:5][C:6]([N:8]([C:25]1[C:30]([CH3:31])=[CH:29][N:28]=[C:27]([C:42]2[CH:43]=[CH:44][CH:45]=[C:40]([O:39][CH2:38][C:37]([NH:36][CH:33]3[CH2:35][CH2:34]3)=[O:55])[CH:41]=2)[N:26]=1)[C:9]1[CH:10]=[C:11]2[C:15](=[CH:16][CH:17]=1)[N:14]([C:18]([O:20][C:21]([CH3:24])([CH3:23])[CH3:22])=[O:19])[N:13]=[CH:12]2)=[O:7])([CH3:4])([CH3:3])[CH3:2]. Reactant: [C:1]([O:5][C:6]([N:8]([C:25]1[C:30]([CH3:31])=[CH:29][N:28]=[C:27](Cl)[N:26]=1)[C:9]1[CH:10]=[C:11]2[C:15](=[CH:16][CH:17]=1)[N:14]([C:18]([O:20][C:21]([CH3:24])([CH3:23])[CH3:22])=[O:19])[N:13]=[CH:12]2)=[O:7])([CH3:4])([CH3:3])[CH3:2].[CH:33]1([NH:36][C:37](=[O:55])[CH2:38][O:39][C:40]2[CH:45]=[CH:44][CH:43]=[C:42](B3OC(C)(C)C(C)(C)O3)[CH:41]=2)[CH2:35][CH2:34]1.[F-].[Cs+]. (3) Reactant: [H-].[Na+].[O:3]=[C:4]1[C@@H:13]2[CH2:14][N:15]([C:17]([O:19][C:20]([CH3:23])([CH3:22])[CH3:21])=[O:18])[CH2:16][C@@H:12]2[C:11]2[CH:10]=[CH:9][CH:8]=[C:7]([C:24]([F:27])([F:26])[F:25])[C:6]=2[NH:5]1.Cl.F[C:30](F)(F)C1C2NC(=O)[C@@H]3CNC[C@@H]3C=2C=CC=1.IC. Product: [CH3:30][N:5]1[C:6]2[C:7]([C:24]([F:27])([F:25])[F:26])=[CH:8][CH:9]=[CH:10][C:11]=2[CH:12]2[CH2:16][N:15]([C:17]([O:19][C:20]([CH3:21])([CH3:22])[CH3:23])=[O:18])[CH2:14][CH:13]2[C:4]1=[O:3]. The catalyst class is: 1. (4) Reactant: [NH2:1][C:2]1[O:6][N:5]=[C:4]([C:7]2[CH:12]=[CH:11][CH:10]=[CH:9][C:8]=2[F:13])[C:3]=1[C:14]([OH:16])=O.Cl.C(N=C=NCCCN(C)C)C.[CH3:29][O:30][C:31]1[CH:32]=[C:33]([N:37]2[CH2:42][CH2:41][NH:40][CH2:39][CH2:38]2)[CH:34]=[CH:35][CH:36]=1. Product: [NH2:1][C:2]1[O:6][N:5]=[C:4]([C:7]2[CH:12]=[CH:11][CH:10]=[CH:9][C:8]=2[F:13])[C:3]=1[C:14]([N:40]1[CH2:39][CH2:38][N:37]([C:33]2[CH:34]=[CH:35][CH:36]=[C:31]([O:30][CH3:29])[CH:32]=2)[CH2:42][CH2:41]1)=[O:16]. The catalyst class is: 4. (5) Reactant: C(OC(=O)[NH:7][C@H:8]1[CH2:13][CH2:12][C@@H:11]([NH:14][C:15](=[O:45])[C:16]2[CH:21]=[CH:20][C:19]([NH:22][C:23]3[N:24]=[CH:25][C:26]4[N:32]([CH3:33])[C:31](=[O:34])[C:30]([F:36])([F:35])[CH2:29][N:28]([CH:37]5[CH2:41][CH2:40][CH2:39][CH2:38]5)[C:27]=4[N:42]=3)=[C:18]([O:43][CH3:44])[CH:17]=2)[CH2:10][CH2:9]1)(C)(C)C.FC(F)(F)C(O)=O. Product: [NH2:7][C@@H:8]1[CH2:13][CH2:12][C@H:11]([NH:14][C:15](=[O:45])[C:16]2[CH:21]=[CH:20][C:19]([NH:22][C:23]3[N:24]=[CH:25][C:26]4[N:32]([CH3:33])[C:31](=[O:34])[C:30]([F:36])([F:35])[CH2:29][N:28]([CH:37]5[CH2:41][CH2:40][CH2:39][CH2:38]5)[C:27]=4[N:42]=3)=[C:18]([O:43][CH3:44])[CH:17]=2)[CH2:10][CH2:9]1. The catalyst class is: 4. (6) Reactant: [C:1]([C:4]1[CH:9]=[CH:8][C:7]([N:10]2[C:14](=[O:15])[CH:13]=[CH:12][C:11]2=[O:16])=[CH:6][CH:5]=1)(O)=[O:2].C(Cl)(=O)C([Cl:20])=O. Product: [C:14]1(=[O:15])[N:10]([C:7]2[CH:8]=[CH:9][C:4]([C:1]([Cl:20])=[O:2])=[CH:5][CH:6]=2)[C:11](=[O:16])[CH:12]=[CH:13]1. The catalyst class is: 48. (7) Reactant: [NH:1]1[C:9]2[CH:8]=[CH:7][CH:6]=[C:5](B(O)O)[C:4]=2[CH:3]=[CH:2]1.Br[C:14]1[CH:15]=[C:16]([CH:18]=[CH:19][CH:20]=1)[NH2:17].[O-]P([O-])([O-])=O.[K+].[K+].[K+].C1(P(C2CCCCC2)C2CCCCC2)CCCCC1. Product: [NH:1]1[C:9]2[C:4](=[C:5]([C:14]3[CH:15]=[C:16]([NH2:17])[CH:18]=[CH:19][CH:20]=3)[CH:6]=[CH:7][CH:8]=2)[CH:3]=[CH:2]1. The catalyst class is: 62. (8) Reactant: [F:1][C@@H:2]1[C@@H:6]([CH2:7][OH:8])[O:5][C@@H:4]([N:9]2[CH:14]=[CH:13][C:12](=[O:15])[NH:11][C:10]2=[O:16])[C@@:3]1([OH:18])[CH3:17].C([Mg]Cl)(C)(C)C.[C:25]1([O:35][P:36]([NH:48][C@@H:49]([CH3:58])[C:50]([O:52][CH2:53][C:54]([CH3:57])([CH3:56])[CH3:55])=[O:51])(OC2C=CC([N+]([O-])=O)=CC=2)=[O:37])[C:34]2[C:29](=[CH:30][CH:31]=[CH:32][CH:33]=2)[CH:28]=[CH:27][CH:26]=1. Product: [O:16]=[C:10]1[NH:11][C:12](=[O:15])[CH:13]=[CH:14][N:9]1[C@@H:4]1[O:5][C@H:6]([CH2:7][O:8][C:26]2[CH:27]=[CH:28][C:29]3[C:34](=[CH:33][CH:32]=[CH:31][CH:30]=3)[C:25]=2[O:35][P:36](=[N:48][C@@H:49]([CH3:58])[C:50]([O:52][CH2:53][C:54]([CH3:57])([CH3:56])[CH3:55])=[O:51])=[O:37])[C@@H:2]([F:1])[C@:3]1([OH:18])[CH3:17]. The catalyst class is: 16. (9) Product: [CH2:1]([O:8][C:9](=[O:12])[CH2:10][N:13]=[N+:14]=[N-:15])[C:2]1[CH:7]=[CH:6][CH:5]=[CH:4][CH:3]=1. The catalyst class is: 18. Reactant: [CH2:1]([O:8][C:9](=[O:12])[CH2:10]Br)[C:2]1[CH:7]=[CH:6][CH:5]=[CH:4][CH:3]=1.[N-:13]=[N+:14]=[N-:15].[Na+].